This data is from Reaction yield outcomes from USPTO patents with 853,638 reactions. The task is: Predict the reaction yield, written as a fraction of the theoretical maximum amount of product (1.0 means a 100% yield; for example, 0.34 means a 34% yield). (1) The reactants are [CH3:1][N:2](C=O)C.[H-].[Na+].[Cl:8][C:9]1[CH:14]=[C:13]([NH:15][CH3:16])[C:12]([C:17]2[CH:18]=[N:19][N:20]([CH3:22])[CH:21]=2)=[CH:11][N:10]=1.IC. The catalyst is C([O-])(O)=O.[Na+].C(OCC)(=O)C.C(Cl)Cl. The product is [NH3:2].[Cl:8][C:9]1[CH:14]=[C:13]([N:15]([CH3:1])[CH3:16])[C:12]([C:17]2[CH:18]=[N:19][N:20]([CH3:22])[CH:21]=2)=[CH:11][N:10]=1. The yield is 0.0100. (2) The reactants are [NH2:1][C:2]1[CH:7]=[CH:6][CH:5]=[CH:4][C:3]=1[CH2:8][CH2:9][NH:10][CH:11]1[CH2:16][CH2:15][N:14]([CH2:17][C:18]2[CH:23]=[CH:22][CH:21]=[CH:20][CH:19]=2)[CH2:13][CH2:12]1.[C:24](C1NC=CN=1)(C1NC=CN=1)=[O:25]. The catalyst is O1CCCC1. The product is [CH2:17]([N:14]1[CH2:13][CH2:12][CH:11]([N:10]2[CH2:9][CH2:8][C:3]3[CH:4]=[CH:5][CH:6]=[CH:7][C:2]=3[NH:1][C:24]2=[O:25])[CH2:16][CH2:15]1)[C:18]1[CH:19]=[CH:20][CH:21]=[CH:22][CH:23]=1. The yield is 0.210.